This data is from Catalyst prediction with 721,799 reactions and 888 catalyst types from USPTO. The task is: Predict which catalyst facilitates the given reaction. (1) The catalyst class is: 212. Reactant: Cl.[NH:2]1[CH2:7][CH2:6][CH:5]([NH:8][C:9]2[O:10][C:11]3[CH:17]=[CH:16][C:15]([OH:18])=[CH:14][C:12]=3[N:13]=2)[CH2:4][CH2:3]1.[Cl:19][C:20]1[C:27]([O:28][CH2:29][CH3:30])=[CH:26][C:23]([CH:24]=O)=[CH:22][C:21]=1[O:31][CH2:32][CH3:33].C([BH3-])#N.[Na+].C(N(C(C)C)C(C)C)C. Product: [Cl:19][C:20]1[C:27]([O:28][CH2:29][CH3:30])=[CH:26][C:23]([CH2:24][N:2]2[CH2:3][CH2:4][CH:5]([NH:8][C:9]3[O:10][C:11]4[CH:17]=[CH:16][C:15]([OH:18])=[CH:14][C:12]=4[N:13]=3)[CH2:6][CH2:7]2)=[CH:22][C:21]=1[O:31][CH2:32][CH3:33]. (2) Reactant: Br[C:2]1[CH:3]=[C:4]2[C:8](=[CH:9][CH:10]=1)[NH:7][C:6]([C:11]([O:13][CH2:14][CH3:15])=[O:12])=[C:5]2[CH3:16].[C:17]([Si:19]([CH3:22])([CH3:21])[CH3:20])#[CH:18].[NH:23]1[CH2:28][CH2:27][CH2:26][CH2:25][CH2:24]1.[CH2:29]1COCC1. Product: [CH3:16][C:5]1[C:4]2[C:8](=[CH:9][CH:10]=[C:2]([C:18]#[C:17][Si:19]([CH3:22])([CH3:21])[CH3:20])[CH:3]=2)[N:7]([CH2:27][CH2:28][N:23]2[CH2:24][CH2:25][CH2:26][CH2:29]2)[C:6]=1[C:11]([O:13][CH2:14][CH3:15])=[O:12]. The catalyst class is: 6. (3) Reactant: [Br:1][C:2]1[CH:7]=[CH:6][C:5]([NH:8][C:9]2[CH:14]=[CH:13][CH:12]=[CH:11][C:10]=2[N+:15]([O-])=O)=[CH:4][CH:3]=1.O.O.[Sn](Cl)Cl. Product: [Br:1][C:2]1[CH:7]=[CH:6][C:5]([NH:8][C:9]2[C:10]([NH2:15])=[CH:11][CH:12]=[CH:13][CH:14]=2)=[CH:4][CH:3]=1. The catalyst class is: 14. (4) Reactant: CS([O:5][CH2:6][CH2:7][CH2:8][CH2:9][C:10]1[O:14][N:13]=[C:12]([C:15]2[CH:20]=[CH:19][C:18]([C:21]([F:24])([F:23])[F:22])=[CH:17][CH:16]=2)[CH:11]=1)(=O)=O.[I-].[Na+].O[C:28]1[CH:37]=[CH:36][C:31]([C:32]([O:34]C)=[O:33])=[CH:30][CH:29]=1.C(=O)([O-])[O-].[K+].[K+].Cl. Product: [F:22][C:21]([F:24])([F:23])[C:18]1[CH:19]=[CH:20][C:15]([C:12]2[CH:11]=[C:10]([CH2:9][CH2:8][CH2:7][CH2:6][O:5][C:28]3[CH:37]=[CH:36][C:31]([C:32]([OH:34])=[O:33])=[CH:30][CH:29]=3)[O:14][N:13]=2)=[CH:16][CH:17]=1. The catalyst class is: 9.